From a dataset of Full USPTO retrosynthesis dataset with 1.9M reactions from patents (1976-2016). Predict the reactants needed to synthesize the given product. (1) Given the product [CH3:1][C:2]1[C:7]([NH:8][C:9]([CH2:11][N:12]2[CH2:13][CH2:14][N:15]([CH2:18][CH:19]([OH:30])[CH2:20][O:21][C:22]3[CH:23]=[CH:24][CH:25]=[CH:26][C:27]=3[O:28][CH3:29])[CH2:16][CH2:17]2)=[O:10])=[C:6]([CH3:31])[CH:5]=[CH:4][CH:3]=1.[C:32]([O-:39])(=[O:38])/[CH:33]=[CH:34]\[C:35]([O-:37])=[O:36], predict the reactants needed to synthesize it. The reactants are: [CH3:1][C:2]1[C:7]([NH:8][C:9]([CH2:11][N:12]2[CH2:17][CH2:16][N:15]([CH2:18][CH:19]([OH:30])[CH2:20][O:21][C:22]3[CH:23]=[CH:24][CH:25]=[CH:26][C:27]=3[O:28][CH3:29])[CH2:14][CH2:13]2)=[O:10])=[C:6]([CH3:31])[CH:5]=[CH:4][CH:3]=1.[C:32]([OH:39])(=[O:38])/[CH:33]=[CH:34]\[C:35]([OH:37])=[O:36]. (2) Given the product [Cl:1][C:2]1[CH:7]=[C:6]([Cl:8])[CH:5]=[C:4]([O:9][CH3:10])[C:3]=1[S:11]([NH:28][CH:17]([CH2:18][C:19]1[C:27]2[C:22](=[CH:23][CH:24]=[CH:25][CH:26]=2)[NH:21][CH:20]=1)[C:16]([F:15])([F:29])[F:30])(=[O:13])=[O:12], predict the reactants needed to synthesize it. The reactants are: [Cl:1][C:2]1[CH:7]=[C:6]([Cl:8])[CH:5]=[C:4]([O:9][CH3:10])[C:3]=1[S:11](Cl)(=[O:13])=[O:12].[F:15][C:16]([F:30])([F:29])[CH:17]([NH2:28])[CH2:18][C:19]1[C:27]2[C:22](=[CH:23][CH:24]=[CH:25][CH:26]=2)[NH:21][CH:20]=1. (3) Given the product [CH3:27][C:21]1[C:22]([CH3:26])=[CH:23][CH:24]=[CH:25][C:20]=1[O:19][C:16]1[N:15]=[CH:14][C:13]([NH:12][C:10](=[O:11])[C@@H:9]([CH3:28])[NH2:5])=[CH:18][CH:17]=1, predict the reactants needed to synthesize it. The reactants are: CC([N:5]([C@H:9]([CH3:28])[C:10]([NH:12][C:13]1[CH:14]=[N:15][C:16]([O:19][C:20]2[CH:25]=[CH:24][CH:23]=[C:22]([CH3:26])[C:21]=2[CH3:27])=[CH:17][CH:18]=1)=[O:11])C(=O)[O-])(C)C.C(O)(C(F)(F)F)=O. (4) Given the product [CH2:1]([O:3][C:4](=[O:14])[CH2:5][C:7]1[S:8][C:9]([Cl:13])=[C:10]([Cl:12])[C:11]=1[CH2:16][C:17]([O:20][CH3:23])=[O:18])[CH3:2], predict the reactants needed to synthesize it. The reactants are: [CH2:1]([O:3][C:4](=[O:14])[CH:5]([C:7]1[S:8][C:9]([Cl:13])=[C:10]([Cl:12])[CH:11]=1)O)[CH3:2].C[C:16](C)(C)[C:17]([O-:20])([O-])[O-:18].[C:23](O)(=O)CCCCC. (5) Given the product [CH2:16]([O:23][C:24](=[O:27])[CH2:25][N:3]1[C@H:2]([CH3:1])[C@H:6]([C:7]2[CH:12]=[CH:11][CH:10]=[CH:9][CH:8]=2)[O:5][C:4]1=[O:13])[C:17]1[CH:22]=[CH:21][CH:20]=[CH:19][CH:18]=1, predict the reactants needed to synthesize it. The reactants are: [CH3:1][C@@H:2]1[C@H:6]([C:7]2[CH:12]=[CH:11][CH:10]=[CH:9][CH:8]=2)[O:5][C:4](=[O:13])[NH:3]1.[H-].[Na+].[CH2:16]([O:23][C:24](=[O:27])[CH2:25]Br)[C:17]1[CH:22]=[CH:21][CH:20]=[CH:19][CH:18]=1.